From a dataset of Forward reaction prediction with 1.9M reactions from USPTO patents (1976-2016). Predict the product of the given reaction. Given the reactants [CH3:1][N:2]1[CH2:7][CH2:6][N:5]([CH2:8][C:9]2[CH:10]=[C:11]([CH:14]=[CH:15][CH:16]=2)C#N)[CH2:4][CH2:3]1.C[Mg]Br.C([O:22][CH2:23][CH3:24])C.Cl.[OH-].[Na+], predict the reaction product. The product is: [CH3:1][N:2]1[CH2:7][CH2:6][N:5]([CH2:8][C:9]2[CH:16]=[C:15]([C:23](=[O:22])[CH3:24])[CH:14]=[CH:11][CH:10]=2)[CH2:4][CH2:3]1.